From a dataset of Catalyst prediction with 721,799 reactions and 888 catalyst types from USPTO. Predict which catalyst facilitates the given reaction. (1) Reactant: [OH:1][C:2]1[CH:14]=[CH:13][C:5]2[C:6]([CH2:9][C:10]([O-:12])=[O:11])=[CH:7][O:8][C:4]=2[CH:3]=1.[CH3:15][O-].[Na+].[H][H]. Product: [OH:1][C:2]1[CH:14]=[CH:13][C:5]2[C@H:6]([CH2:9][C:10]([O:12][CH3:15])=[O:11])[CH2:7][O:8][C:4]=2[CH:3]=1. The catalyst class is: 5. (2) Reactant: [SiH:1]([O:4][SiH:5]([CH3:7])[CH3:6])([CH3:3])[CH3:2].[CH2:8]=[CH:9][CH2:10][Si:11]([O:18][CH2:19][CH3:20])([O:15][CH2:16][CH3:17])[O:12][CH2:13][CH3:14]. Product: [SiH:1]([O:4][Si:5]([CH2:8][CH2:9][CH2:10][Si:11]([O:12][CH2:13][CH3:14])([O:18][CH2:19][CH3:20])[O:15][CH2:16][CH3:17])([CH3:7])[CH3:6])([CH3:3])[CH3:2]. The catalyst class is: 553. (3) Reactant: [C:1]([O:5][C:6]([N:8]1[CH2:11][CH:10]([N:12]=[N+]=[N-])[CH2:9]1)=[O:7])([CH3:4])([CH3:3])[CH3:2]. Product: [C:1]([O:5][C:6]([N:8]1[CH2:11][CH:10]([NH2:12])[CH2:9]1)=[O:7])([CH3:4])([CH3:2])[CH3:3]. The catalyst class is: 29.